From a dataset of Full USPTO retrosynthesis dataset with 1.9M reactions from patents (1976-2016). Predict the reactants needed to synthesize the given product. (1) The reactants are: [NH2:1][C:2]1[CH:7]=[CH:6][C:5]([OH:8])=[C:4]([Cl:9])[CH:3]=1.[CH3:10][N:11]1[C:15]([CH3:16])=[C:14]([C:17](O)=[O:18])[C:13](=[O:20])[N:12]1[C:21]1[CH:26]=[CH:25][CH:24]=[CH:23][CH:22]=1.CCN=C=NCCCN(C)C.C1C=NC2N(O)N=NC=2C=1. Given the product [Cl:9][C:4]1[CH:3]=[C:2]([NH:1][C:17]([C:14]2[C:13](=[O:20])[N:12]([C:21]3[CH:22]=[CH:23][CH:24]=[CH:25][CH:26]=3)[N:11]([CH3:10])[C:15]=2[CH3:16])=[O:18])[CH:7]=[CH:6][C:5]=1[OH:8], predict the reactants needed to synthesize it. (2) The reactants are: [C:1]([C:3]1[CH:4]=[N:5][CH:6]=[CH:7][CH:8]=1)#[N:2].[CH3:9][O-:10].[Na+]. Given the product [CH3:9][O:10][C:1](=[NH:2])[C:3]1[CH:8]=[CH:7][CH:6]=[N:5][CH:4]=1, predict the reactants needed to synthesize it. (3) Given the product [NH2:13][CH2:14][C:15]([C:17]1[CH:22]=[CH:21][CH:20]=[CH:19][CH:18]=1)([C:2]1[CH:7]=[CH:6][CH:5]=[CH:4][N:3]=1)[OH:16], predict the reactants needed to synthesize it. The reactants are: Br[C:2]1[CH:7]=[CH:6][CH:5]=[CH:4][N:3]=1.[Li]C(C)(C)C.[NH2:13][CH2:14][C:15]([C:17]1[CH:22]=[CH:21][CH:20]=[CH:19][CH:18]=1)=[O:16].Cl.O. (4) Given the product [Cl:5][C:6]1[CH:14]=[CH:13][C:12]([N+:15]([O-:17])=[O:16])=[CH:11][C:7]=1[C:8]([C:19]1[NH:18][CH:22]=[CH:21][CH:20]=1)=[O:9], predict the reactants needed to synthesize it. The reactants are: [Cl-].[Al+3].[Cl-].[Cl-].[Cl:5][C:6]1[CH:14]=[CH:13][C:12]([N+:15]([O-:17])=[O:16])=[CH:11][C:7]=1[C:8](Cl)=[O:9].[NH:18]1[CH:22]=[CH:21][CH:20]=[CH:19]1. (5) The reactants are: Cl.[NH2:2][C:3]1[C:11]([OH:12])=[C:10]2[C:6]([CH2:7][CH2:8][CH:9]2[CH2:13][CH2:14][NH:15][C:16](=[O:18])[CH3:17])=[CH:5][CH:4]=1.[C:19](Cl)(=[O:23])[CH:20]([CH3:22])[CH3:21].O. Given the product [C:16]([NH:15][CH2:14][CH2:13][CH:9]1[C:10]2[C:6](=[CH:5][CH:4]=[C:3]([NH:2][C:19](=[O:23])[CH:20]([CH3:22])[CH3:21])[C:11]=2[OH:12])[CH2:7][CH2:8]1)(=[O:18])[CH3:17], predict the reactants needed to synthesize it. (6) Given the product [C:24]([N:8]1[C@@H:7]([C:1]2[CH:2]=[CH:3][CH:4]=[CH:5][CH:6]=2)[C@@H:11]([C:12]2[CH:13]=[CH:14][CH:15]=[CH:16][CH:17]=2)[O:10][C:9]1=[O:18])(=[O:29])[CH2:25][CH2:26][CH:27]=[CH2:28], predict the reactants needed to synthesize it. The reactants are: [C:1]1([C@H:7]2[C@@H:11]([C:12]3[CH:17]=[CH:16][CH:15]=[CH:14][CH:13]=3)[O:10][C:9](=[O:18])[NH:8]2)[CH:6]=[CH:5][CH:4]=[CH:3][CH:2]=1.[Li]CCCC.[C:24](Cl)(=[O:29])[CH2:25][CH2:26][CH:27]=[CH2:28]. (7) Given the product [C:8]([N:11]1[C:20]2[C:15](=[CH:16][C:17]([NH2:21])=[CH:18][CH:19]=2)[C:14]([C:5]2[CH:6]=[CH:7][C:2]([F:1])=[CH:3][CH:4]=2)([CH3:29])[CH2:13][C:12]1([CH3:30])[CH3:31])(=[O:10])[CH3:9], predict the reactants needed to synthesize it. The reactants are: [F:1][C:2]1[CH:7]=[CH:6][CH:5]=[CH:4][CH:3]=1.[C:8]([N:11]1[C:20]2[C:15](=[CH:16][C:17]([NH:21]C(OC(C)(C)C)=O)=[CH:18][CH:19]=2)[C:14]([CH3:29])=[CH:13][C:12]1([CH3:31])[CH3:30])(=[O:10])[CH3:9].[Al+3].[Cl-].[Cl-].[Cl-]. (8) Given the product [C:1]1([C:7]2[NH:11][CH:10]=[C:9]([CH2:12][OH:13])[CH:8]=2)[CH:6]=[CH:5][CH:4]=[CH:3][CH:2]=1, predict the reactants needed to synthesize it. The reactants are: [C:1]1([C:7]2[NH:11][CH:10]=[C:9]([C:12](OCC)=[O:13])[CH:8]=2)[CH:6]=[CH:5][CH:4]=[CH:3][CH:2]=1.[H-].C([Al+]CC(C)C)C(C)C.O.S([O-])([O-])(=O)=O.[Mg+2]. (9) Given the product [CH2:12]([O:1][C:2]1[CH:3]=[CH:4][C:5]([C:8]([O:10][CH3:11])=[O:9])=[N:6][CH:7]=1)[CH3:13], predict the reactants needed to synthesize it. The reactants are: [OH:1][C:2]1[CH:3]=[CH:4][C:5]([C:8]([O:10][CH3:11])=[O:9])=[N:6][CH:7]=1.[CH2:12](I)[CH3:13].C([O-])([O-])=O.[K+].[K+].